From a dataset of Full USPTO retrosynthesis dataset with 1.9M reactions from patents (1976-2016). Predict the reactants needed to synthesize the given product. (1) Given the product [CH2:1]([O:3][C:4](=[O:23])[CH2:5][CH2:6][C:7]1[CH:12]=[CH:11][C:10]([O:13][C:14]2[CH:19]=[C:18]([O:20][C:30]3[CH:29]=[CH:28][C:27]([C:32]([F:35])([F:34])[F:33])=[CH:26][C:25]=3[Br:24])[CH:17]=[CH:16][C:15]=2[CH3:21])=[CH:9][C:8]=1[CH3:22])[CH3:2], predict the reactants needed to synthesize it. The reactants are: [CH2:1]([O:3][C:4](=[O:23])[CH2:5][CH2:6][C:7]1[CH:12]=[CH:11][C:10]([O:13][C:14]2[CH:19]=[C:18]([OH:20])[CH:17]=[CH:16][C:15]=2[CH3:21])=[CH:9][C:8]=1[CH3:22])[CH3:2].[Br:24][C:25]1[CH:26]=[C:27]([C:32]([F:35])([F:34])[F:33])[CH:28]=[CH:29][C:30]=1F.C(=O)([O-])[O-].[K+].[K+].Cl. (2) Given the product [CH3:17][C:15]([O:18][C:19]1[CH:24]=[CH:23][C:22]([O:25][C:26]2[CH:31]=[CH:30][CH:29]=[C:28]([CH2:32][NH:33][C:4](=[O:6])[C:3]3[CH:7]=[CH:8][CH:9]=[CH:10][C:2]=3[CH3:1])[CH:27]=2)=[CH:21][C:20]=1[CH3:34])([CH3:16])[C:14]([OH:36])=[O:13], predict the reactants needed to synthesize it. The reactants are: [CH3:1][C:2]1[CH:10]=[CH:9][CH:8]=[CH:7][C:3]=1[C:4]([OH:6])=O.C([O:13][C:14](=[O:36])[C:15]([O:18][C:19]1[CH:24]=[CH:23][C:22]([O:25][C:26]2[CH:31]=[CH:30][CH:29]=[C:28]([CH2:32][NH2:33])[CH:27]=2)=[CH:21][C:20]=1[CH2:34]C)([CH3:17])[CH3:16])C. (3) Given the product [Cl:1][C:2]1[N:7]=[C:6]([N:15]([C:14]2[CH:17]=[CH:18][C:11]([O:10][CH3:9])=[CH:12][CH:13]=2)[CH3:16])[CH:5]=[CH:4][N:3]=1, predict the reactants needed to synthesize it. The reactants are: [Cl:1][C:2]1[N:7]=[C:6](Cl)[CH:5]=[CH:4][N:3]=1.[CH3:9][O:10][C:11]1[CH:18]=[CH:17][C:14]([NH:15][CH3:16])=[CH:13][CH:12]=1.Cl.C([O-])([O-])=O.[Na+].[Na+]. (4) Given the product [CH:3]([C:6]1[CH:21]=[CH:20][C:9]([CH2:10][C:11]2[C:16]([CH3:17])=[CH:15][C:14]([CH3:18])=[CH:13][C:12]=2[O:19][CH3:22])=[CH:8][CH:7]=1)([CH3:5])[CH3:4], predict the reactants needed to synthesize it. The reactants are: [H-].[Na+].[CH:3]([C:6]1[CH:21]=[CH:20][C:9]([CH2:10][C:11]2[C:16]([CH3:17])=[CH:15][C:14]([CH3:18])=[CH:13][C:12]=2[OH:19])=[CH:8][CH:7]=1)([CH3:5])[CH3:4].[CH3:22]I.O. (5) Given the product [CH2:1]([O:3][C:4]([C:6]1[CH:7]=[C:8]2[C:13](=[CH:14][CH:15]=1)[NH:12][CH:11]([C:16]1[CH:17]=[C:18]([N:26]3[CH2:31][CH2:30][O:29][CH2:28][CH2:27]3)[C:19]([F:22])=[CH:20][CH:21]=1)[C:10]([CH3:25])([CH3:24])[CH2:9]2)=[O:5])[CH3:2], predict the reactants needed to synthesize it. The reactants are: [CH2:1]([O:3][C:4]([C:6]1[CH:7]=[C:8]2[C:13](=[CH:14][CH:15]=1)[NH:12][CH:11]([C:16]1[CH:21]=[CH:20][C:19]([F:22])=[C:18](Br)[CH:17]=1)[C:10]([CH3:25])([CH3:24])[CH2:9]2)=[O:5])[CH3:2].[NH:26]1[CH2:31][CH2:30][O:29][CH2:28][CH2:27]1.N1CCC[C@H]1C(O)=O.C(=O)([O-])[O-].[K+].[K+]. (6) Given the product [CH3:1][C:2]1[CH:3]=[CH:4][C:5]([C:8]2[CH:13]=[CH:12][CH:11]=[C:10]([O:14][C:16]([CH3:25])([CH3:24])[C:17]([O:19][C:20]([CH3:23])([CH3:22])[CH3:21])=[O:18])[CH:9]=2)=[CH:6][CH:7]=1, predict the reactants needed to synthesize it. The reactants are: [CH3:1][C:2]1[CH:7]=[CH:6][C:5]([C:8]2[CH:13]=[CH:12][CH:11]=[C:10]([OH:14])[CH:9]=2)=[CH:4][CH:3]=1.Br[C:16]([CH3:25])([CH3:24])[C:17]([O:19][C:20]([CH3:23])([CH3:22])[CH3:21])=[O:18]. (7) The reactants are: [CH:1]([O:4][C:5]1[CH:14]=[C:13]([C:15]([F:18])([F:17])[F:16])[C:12]2[C:7](=[CH:8][CH:9]=[C:10]3[NH:22][C@H:21]([CH:23]([CH3:25])[CH3:24])[CH2:20][O:19][C:11]3=2)[N:6]=1)([CH3:3])[CH3:2].C([O-])([O-])=O.[K+].[K+].[CH2:32](Br)[CH:33]=[CH2:34].O. Given the product [CH2:34]([N:22]1[C:10]2[C:11](=[C:12]3[C:7](=[CH:8][CH:9]=2)[N:6]=[C:5]([O:4][CH:1]([CH3:3])[CH3:2])[CH:14]=[C:13]3[C:15]([F:18])([F:17])[F:16])[O:19][CH2:20][C@H:21]1[CH:23]([CH3:25])[CH3:24])[CH:33]=[CH2:32], predict the reactants needed to synthesize it.